Dataset: Forward reaction prediction with 1.9M reactions from USPTO patents (1976-2016). Task: Predict the product of the given reaction. (1) Given the reactants [CH3:1][C:2]([CH3:9])([CH3:8])[C:3](=O)[CH2:4][C:5]#[N:6].[NH:10]([CH2:12][CH2:13][OH:14])[NH2:11].Cl, predict the reaction product. The product is: [NH2:6][C:5]1[N:10]([CH2:12][CH2:13][OH:14])[N:11]=[C:3]([C:2]([CH3:9])([CH3:8])[CH3:1])[CH:4]=1. (2) The product is: [Cl:9][C:6]1[CH:5]=[C:4]([CH3:10])[N:3]=[C:2]([CH:11]2[CH2:13][CH2:12]2)[C:7]=1[NH2:8]. Given the reactants Cl[C:2]1[C:7]([NH2:8])=[C:6]([Cl:9])[CH:5]=[C:4]([CH3:10])[N:3]=1.[CH:11]1(B(O)O)[CH2:13][CH2:12]1.COC1C=CC=C(OC)C=1C1C=CC=CC=1P(C1CCCCC1)C1CCCCC1.[O-]P([O-])([O-])=O.[K+].[K+].[K+], predict the reaction product. (3) Given the reactants C1(N[C:5](=[O:37])[C:6]2[CH:11]=[CH:10][C:9]([C:12]3[N:16]4[N:17]=[C:18]([O:28][C:29]5[CH:34]=[CH:33][CH:32]=[C:31]([F:35])[CH:30]=5)[CH:19]=[C:20]([NH:21][CH2:22][CH2:23][C:24]([F:27])([F:26])[F:25])[C:15]4=[N:14][CH:13]=3)=[CH:8][C:7]=2[CH3:36])CC1.Br.[OH2:39], predict the reaction product. The product is: [F:35][C:31]1[CH:30]=[C:29]([CH:34]=[CH:33][CH:32]=1)[O:28][C:18]1[CH:19]=[C:20]([NH:21][CH2:22][CH2:23][C:24]([F:27])([F:25])[F:26])[C:15]2[N:16]([C:12]([C:9]3[CH:10]=[CH:11][C:6]([C:5]([OH:37])=[O:39])=[C:7]([CH3:36])[CH:8]=3)=[CH:13][N:14]=2)[N:17]=1. (4) Given the reactants [F:1][C:2]1[CH:3]=[C:4]([S:10](Cl)(=[O:12])=[O:11])[CH:5]=[CH:6][C:7]=1[O:8]C.[NH2:14][C:15]1[CH:24]=[CH:23][C:18]([C:19]([O:21]C)=[O:20])=[CH:17][CH:16]=1.N1C=CC=CC=1, predict the reaction product. The product is: [F:1][C:2]1[CH:3]=[C:4]([S:10]([NH:14][C:15]2[CH:24]=[CH:23][C:18]([C:19]([OH:21])=[O:20])=[CH:17][CH:16]=2)(=[O:12])=[O:11])[CH:5]=[CH:6][C:7]=1[OH:8]. (5) Given the reactants [F:1][C:2]1[C:3]([O:30][CH3:31])=[C:4]([CH:27]=[CH:28][CH:29]=1)[C:5]([NH:7]/[C:8](/[CH3:26])=[C:9](/[C:20]1[CH:25]=[CH:24][CH:23]=[CH:22][CH:21]=1)\[C:10](=[O:19])[NH:11][CH2:12][CH2:13][C:14]1[S:15][CH:16]=[CH:17][CH:18]=1)=O.[OH-].[K+].Cl, predict the reaction product. The product is: [F:1][C:2]1[C:3]([O:30][CH3:31])=[C:4]([C:5]2[N:11]([CH2:12][CH2:13][C:14]3[S:15][CH:16]=[CH:17][CH:18]=3)[C:10](=[O:19])[C:9]([C:20]3[CH:25]=[CH:24][CH:23]=[CH:22][CH:21]=3)=[C:8]([CH3:26])[N:7]=2)[CH:27]=[CH:28][CH:29]=1.